From a dataset of NCI-60 drug combinations with 297,098 pairs across 59 cell lines. Regression. Given two drug SMILES strings and cell line genomic features, predict the synergy score measuring deviation from expected non-interaction effect. (1) Drug 1: CN1CCC(CC1)COC2=C(C=C3C(=C2)N=CN=C3NC4=C(C=C(C=C4)Br)F)OC. Drug 2: C1=CC=C(C(=C1)C(C2=CC=C(C=C2)Cl)C(Cl)Cl)Cl. Cell line: NCI-H522. Synergy scores: CSS=16.9, Synergy_ZIP=-3.84, Synergy_Bliss=3.23, Synergy_Loewe=3.45, Synergy_HSA=3.52. (2) Drug 1: C1C(C(OC1N2C=C(C(=O)NC2=O)F)CO)O. Drug 2: COC1=C2C(=CC3=C1OC=C3)C=CC(=O)O2. Cell line: MDA-MB-231. Synergy scores: CSS=1.55, Synergy_ZIP=-0.328, Synergy_Bliss=1.50, Synergy_Loewe=-6.47, Synergy_HSA=-1.27. (3) Drug 1: C1CCC(C1)C(CC#N)N2C=C(C=N2)C3=C4C=CNC4=NC=N3. Drug 2: CC1=C(N=C(N=C1N)C(CC(=O)N)NCC(C(=O)N)N)C(=O)NC(C(C2=CN=CN2)OC3C(C(C(C(O3)CO)O)O)OC4C(C(C(C(O4)CO)O)OC(=O)N)O)C(=O)NC(C)C(C(C)C(=O)NC(C(C)O)C(=O)NCCC5=NC(=CS5)C6=NC(=CS6)C(=O)NCCC[S+](C)C)O. Cell line: UO-31. Synergy scores: CSS=15.1, Synergy_ZIP=-4.38, Synergy_Bliss=-3.00, Synergy_Loewe=-0.444, Synergy_HSA=0.160. (4) Drug 1: CNC(=O)C1=CC=CC=C1SC2=CC3=C(C=C2)C(=NN3)C=CC4=CC=CC=N4. Drug 2: C1=C(C(=O)NC(=O)N1)N(CCCl)CCCl. Cell line: MCF7. Synergy scores: CSS=31.2, Synergy_ZIP=6.66, Synergy_Bliss=7.31, Synergy_Loewe=7.05, Synergy_HSA=8.35. (5) Drug 2: C1CCC(C(C1)N)N.C(=O)(C(=O)[O-])[O-].[Pt+4]. Drug 1: CCCS(=O)(=O)NC1=C(C(=C(C=C1)F)C(=O)C2=CNC3=C2C=C(C=N3)C4=CC=C(C=C4)Cl)F. Cell line: SF-539. Synergy scores: CSS=9.28, Synergy_ZIP=-1.38, Synergy_Bliss=2.72, Synergy_Loewe=-0.257, Synergy_HSA=3.66. (6) Drug 2: C1=NC2=C(N=C(N=C2N1C3C(C(C(O3)CO)O)F)Cl)N. Drug 1: CC1=C(C=C(C=C1)NC(=O)C2=CC=C(C=C2)CN3CCN(CC3)C)NC4=NC=CC(=N4)C5=CN=CC=C5. Cell line: HT29. Synergy scores: CSS=-6.90, Synergy_ZIP=7.01, Synergy_Bliss=7.82, Synergy_Loewe=3.10, Synergy_HSA=-0.277. (7) Drug 1: CC1=CC2C(CCC3(C2CCC3(C(=O)C)OC(=O)C)C)C4(C1=CC(=O)CC4)C. Drug 2: CC1=C(C=C(C=C1)C(=O)NC2=CC(=CC(=C2)C(F)(F)F)N3C=C(N=C3)C)NC4=NC=CC(=N4)C5=CN=CC=C5. Cell line: HCC-2998. Synergy scores: CSS=-4.22, Synergy_ZIP=5.37, Synergy_Bliss=6.76, Synergy_Loewe=0.711, Synergy_HSA=0.0285.